This data is from Full USPTO retrosynthesis dataset with 1.9M reactions from patents (1976-2016). The task is: Predict the reactants needed to synthesize the given product. (1) Given the product [CH3:33][NH:34][C:6]([CH:4]1[CH2:5][C:2]([OH:1])([C:9]2[CH:10]=[CH:11][C:12]([C:15]3[CH2:19][C:18]([C:24]4[CH:29]=[C:28]([Cl:30])[C:27]([Cl:31])=[C:26]([Cl:32])[CH:25]=4)([C:20]([F:22])([F:23])[F:21])[O:17][N:16]=3)=[CH:13][CH:14]=2)[CH2:3]1)=[O:8], predict the reactants needed to synthesize it. The reactants are: [OH:1][C:2]1([C:9]2[CH:14]=[CH:13][C:12]([C:15]3[CH2:19][C:18]([C:24]4[CH:29]=[C:28]([Cl:30])[C:27]([Cl:31])=[C:26]([Cl:32])[CH:25]=4)([C:20]([F:23])([F:22])[F:21])[O:17][N:16]=3)=[CH:11][CH:10]=2)[CH2:5][CH:4]([C:6]([OH:8])=O)[CH2:3]1.[CH3:33][N:34](C(ON1N=NC2C=CC=NC1=2)=[N+](C)C)C.F[P-](F)(F)(F)(F)F.C1C=CC2N(O)N=NC=2C=1.CCN(C(C)C)C(C)C.CN. (2) Given the product [OH:12][CH2:11][C:8]([C:5]1[CH:6]=[CH:7][C:2]([NH:1][C:22](=[O:23])[O:24][C:25]2[CH:30]=[CH:29][CH:28]=[CH:27][CH:26]=2)=[CH:3][C:4]=1[F:14])([CH3:13])[CH2:9][OH:10], predict the reactants needed to synthesize it. The reactants are: [NH2:1][C:2]1[CH:7]=[CH:6][C:5]([C:8]([CH3:13])([CH2:11][OH:12])[CH2:9][OH:10])=[C:4]([F:14])[CH:3]=1.N1C=CC=CC=1.Cl[C:22]([O:24][C:25]1[CH:30]=[CH:29][CH:28]=[CH:27][CH:26]=1)=[O:23]. (3) Given the product [CH3:1][O:2][CH2:3][C:4]1[CH:9]=[C:8]([C:10]2[O:12][N:21]=[C:22]([C:24]3[CH:32]=[C:31]([CH3:33])[C:27]4[NH:28][CH:29]=[N:30][C:26]=4[CH:25]=3)[N:23]=2)[CH:7]=[CH:6][C:5]=1[C:13]1[CH:18]=[CH:17][CH:16]=[CH:15][C:14]=1[CH3:19], predict the reactants needed to synthesize it. The reactants are: [CH3:1][O:2][CH2:3][C:4]1[CH:9]=[C:8]([C:10]([OH:12])=O)[CH:7]=[CH:6][C:5]=1[C:13]1[CH:18]=[CH:17][CH:16]=[CH:15][C:14]=1[CH3:19].O[N:21]=[C:22]([C:24]1[CH:32]=[C:31]([CH3:33])[C:27]2[NH:28][CH:29]=[N:30][C:26]=2[CH:25]=1)[NH2:23]. (4) Given the product [CH2:1]([O:3][C:4]([C:6]1[O:7][C:8]2[CH:15]=[CH:14][C:13]([C:16]([CH2:33][CH3:34])([C:19]3[CH:24]=[CH:25][C:26]([OH:27])=[C:21]([CH3:28])[CH:20]=3)[CH2:17][CH3:18])=[CH:12][C:9]=2[C:10]=1[CH3:11])=[O:5])[CH3:2], predict the reactants needed to synthesize it. The reactants are: [CH2:1]([O:3][C:4]([C:6]1[O:7][C:8]2[CH:15]=[CH:14][C:13]([C:16]([CH2:19][CH3:20])=[CH:17][CH3:18])=[CH:12][C:9]=2[C:10]=1[CH3:11])=[O:5])[CH3:2].[C:21]1([CH3:28])[C:26]([OH:27])=[CH:25][CH:24]=CC=1.B(F)(F)F.[CH3:33][CH2:34]OCC. (5) Given the product [CH2:18]([C:25]1([OH:31])[CH2:30][CH2:29][N:28]([C:9]([C:5]2[C:4]([C:12]3[CH:17]=[CH:16][N:15]=[CH:14][CH:13]=3)=[N:3][CH:8]=[CH:7][CH:6]=2)=[O:11])[CH2:27][CH2:26]1)[C:19]1[CH:20]=[CH:21][CH:22]=[CH:23][CH:24]=1, predict the reactants needed to synthesize it. The reactants are: Cl.Cl.[N:3]1[CH:8]=[CH:7][CH:6]=[C:5]([C:9]([OH:11])=O)[C:4]=1[C:12]1[CH:17]=[CH:16][N:15]=[CH:14][CH:13]=1.[CH2:18]([C:25]1([OH:31])[CH2:30][CH2:29][NH:28][CH2:27][CH2:26]1)[C:19]1[CH:24]=[CH:23][CH:22]=[CH:21][CH:20]=1.CN(C(ON1N=NC2C=CC=NC1=2)=[N+](C)C)C.F[P-](F)(F)(F)(F)F.C(N(CC)CC)C. (6) Given the product [N:11]1[CH:12]=[CH:13][CH:14]=[CH:15][C:10]=1[C:8]1[CH:9]=[C:4]([NH:1][NH2:2])[CH:5]=[C:6]([C:16]2[CH:21]=[CH:20][CH:19]=[CH:18][N:17]=2)[N:7]=1, predict the reactants needed to synthesize it. The reactants are: [NH2:1][NH2:2].Cl[C:4]1[CH:9]=[C:8]([C:10]2[CH:15]=[CH:14][CH:13]=[CH:12][N:11]=2)[N:7]=[C:6]([C:16]2[CH:21]=[CH:20][CH:19]=[CH:18][N:17]=2)[CH:5]=1.